From a dataset of Catalyst prediction with 721,799 reactions and 888 catalyst types from USPTO. Predict which catalyst facilitates the given reaction. (1) Reactant: [CH3:1][Br:2].[N:3]1[CH:8]=[CH:7][CH:6]=[C:5]([CH3:9])[CH:4]=1. Product: [Br-:2].[CH3:1][N+:3]1[CH:8]=[CH:7][CH:6]=[C:5]([CH3:9])[CH:4]=1. The catalyst class is: 10. (2) Reactant: [CH3:1][O:2][CH2:3][C:4]1[CH:8]=[C:7]([CH2:9][O:10][CH3:11])[N:6]([CH2:12][CH2:13][N:14]([CH2:21][CH2:22][N:23]2[C:27]([CH2:28][O:29][CH3:30])=[CH:26][C:25]([CH2:31][O:32][CH3:33])=[N:24]2)[CH2:15][C:16](OCC)=[O:17])[N:5]=1.[H-].[H-].[H-].[H-].[Li+].[Al+3]. Product: [CH3:1][O:2][CH2:3][C:4]1[CH:8]=[C:7]([CH2:9][O:10][CH3:11])[N:6]([CH2:12][CH2:13][N:14]([CH2:21][CH2:22][N:23]2[C:27]([CH2:28][O:29][CH3:30])=[CH:26][C:25]([CH2:31][O:32][CH3:33])=[N:24]2)[CH2:15][CH2:16][OH:17])[N:5]=1. The catalyst class is: 1. (3) Reactant: C([O:3][C:4]([C:6]1[S:24][C:9]2[N:10]=[C:11]([S:22][CH3:23])[N:12]=[C:13]([C:14]3[CH:19]=[CH:18][C:17]([Cl:20])=[C:16]([Cl:21])[CH:15]=3)[C:8]=2[C:7]=1[NH2:25])=[O:5])C.[Li+].[OH-].O.Cl. Product: [NH2:25][C:7]1[C:8]2[C:13]([C:14]3[CH:19]=[CH:18][C:17]([Cl:20])=[C:16]([Cl:21])[CH:15]=3)=[N:12][C:11]([S:22][CH3:23])=[N:10][C:9]=2[S:24][C:6]=1[C:4]([OH:5])=[O:3]. The catalyst class is: 90. (4) The catalyst class is: 9. Reactant: [Si:1]([O:8][CH2:9][C:10]1[C:18]2[O:17][N:16]=[C:15]([CH2:19][CH2:20][CH:21]3[CH2:26][CH2:25][N:24]([C:27]([O:29][C:30]([CH3:33])([CH3:32])[CH3:31])=[O:28])[CH2:23][CH2:22]3)[C:14]=2[CH:13]=[CH:12][C:11]=1[CH2:34][CH2:35][OH:36])([C:4]([CH3:7])([CH3:6])[CH3:5])([CH3:3])[CH3:2].[CH3:37]I.[H-].[Na+].[Cl-].[NH4+]. Product: [Si:1]([O:8][CH2:9][C:10]1[C:18]2[O:17][N:16]=[C:15]([CH2:19][CH2:20][CH:21]3[CH2:22][CH2:23][N:24]([C:27]([O:29][C:30]([CH3:33])([CH3:32])[CH3:31])=[O:28])[CH2:25][CH2:26]3)[C:14]=2[CH:13]=[CH:12][C:11]=1[CH2:34][CH2:35][O:36][CH3:37])([C:4]([CH3:5])([CH3:7])[CH3:6])([CH3:2])[CH3:3]. (5) Reactant: [CH2:1]([O:3][C:4](=[O:18])[CH:5]([C:11]([C:13]1[NH:14][CH:15]=[CH:16][CH:17]=1)=[O:12])[C:6]([O:8][CH2:9][CH3:10])=[O:7])[CH3:2].C[Si]([N-][Si](C)(C)C)(C)C.[Li+].[CH2:29](Br)[C:30]1[CH:35]=[CH:34][CH:33]=[CH:32][CH:31]=1. Product: [CH2:1]([O:3][C:4](=[O:18])[C:5]([CH2:29][C:30]1[CH:35]=[CH:34][CH:33]=[CH:32][CH:31]=1)([C:11]([C:13]1[NH:14][CH:15]=[CH:16][CH:17]=1)=[O:12])[C:6]([O:8][CH2:9][CH3:10])=[O:7])[CH3:2]. The catalyst class is: 843. (6) Reactant: [C:1]([C:5]1[CH:21]=[CH:20][C:8]([C:9]([NH:11][C:12]2[CH:16]=[CH:15][S:14][C:13]=2[C:17]([OH:19])=[O:18])=O)=[CH:7][CH:6]=1)([CH3:4])([CH3:3])[CH3:2].C(Cl)(=O)C(Cl)=O.N1C=CC=CC=1. Product: [C:1]([C:5]1[CH:21]=[CH:20][C:8]([C:9]2[O:18][C:17](=[O:19])[C:13]3[S:14][CH:15]=[CH:16][C:12]=3[N:11]=2)=[CH:7][CH:6]=1)([CH3:4])([CH3:3])[CH3:2]. The catalyst class is: 2. (7) Reactant: [CH3:1][O:2][C:3]([C:5]1[C@@H:10]([C:11]2[CH:16]=[CH:15][C:14]([C:17]#[N:18])=[CH:13][C:12]=2[CH2:19][Br:20])[N:9]2[C:21](=[O:24])[NH:22][N:23]=[C:8]2[N:7]([C:25]2[CH:30]=[CH:29][CH:28]=[C:27]([C:31]([F:34])([F:33])[F:32])[CH:26]=2)[C:6]=1[CH3:35])=[O:4].[N:36]1[CH:41]=[CH:40][CH:39]=[CH:38][CH:37]=1. Product: [Br-:20].[C:17]([C:14]1[CH:15]=[CH:16][C:11]([C@H:10]2[N:9]3[C:21](=[O:24])[NH:22][N:23]=[C:8]3[N:7]([C:25]3[CH:30]=[CH:29][CH:28]=[C:27]([C:31]([F:33])([F:34])[F:32])[CH:26]=3)[C:6]([CH3:35])=[C:5]2[C:3]([O:2][CH3:1])=[O:4])=[C:12]([CH:13]=1)[CH2:19][N+:36]1[CH:41]=[CH:40][CH:39]=[CH:38][CH:37]=1)#[N:18]. The catalyst class is: 23.